This data is from Full USPTO retrosynthesis dataset with 1.9M reactions from patents (1976-2016). The task is: Predict the reactants needed to synthesize the given product. (1) Given the product [F:1][C:2]1[C:3]([C:22]2[N:26]([CH3:27])[C:25]3[CH:28]=[CH:29][CH:30]=[CH:31][C:24]=3[N:23]=2)=[CH:4][C:5]([N:8]2[CH2:13][CH2:12][CH:11]([NH2:14])[CH2:10][CH2:9]2)=[N:6][CH:7]=1, predict the reactants needed to synthesize it. The reactants are: [F:1][C:2]1[C:3]([C:22]2[N:26]([CH3:27])[C:25]3[CH:28]=[CH:29][CH:30]=[CH:31][C:24]=3[N:23]=2)=[CH:4][C:5]([N:8]2[CH2:13][CH2:12][CH:11]([NH:14]C(=O)OC(C)(C)C)[CH2:10][CH2:9]2)=[N:6][CH:7]=1. (2) Given the product [OH:37][C@H:36]([C@@H:38]1[CH2:42][O:41][C:40]([CH3:44])([CH3:43])[O:39]1)[CH2:35][NH:34][C:2]1[N:7]=[CH:6][N:5]=[C:4]([NH:8][C:9]2[CH:33]=[CH:32][C:12]([C:13]([NH:15][C:16]3[S:20][N:19]=[C:18]([C:21]4[CH:26]=[CH:25][C:24]([F:27])=[C:23]([C:28]([F:31])([F:30])[F:29])[CH:22]=4)[N:17]=3)=[O:14])=[CH:11][CH:10]=2)[CH:3]=1, predict the reactants needed to synthesize it. The reactants are: Cl[C:2]1[N:7]=[CH:6][N:5]=[C:4]([NH:8][C:9]2[CH:33]=[CH:32][C:12]([C:13]([NH:15][C:16]3[S:20][N:19]=[C:18]([C:21]4[CH:26]=[CH:25][C:24]([F:27])=[C:23]([C:28]([F:31])([F:30])[F:29])[CH:22]=4)[N:17]=3)=[O:14])=[CH:11][CH:10]=2)[CH:3]=1.[NH2:34][CH2:35][C@@H:36]([C@@H:38]1[CH2:42][O:41][C:40]([CH3:44])([CH3:43])[O:39]1)[OH:37]. (3) Given the product [OH2:4].[OH2:21].[C:1]([O-:13])(=[O:12])[CH2:2][C:3]([CH2:8][C:9]([O-:11])=[O:10])([C:5]([O-:7])=[O:6])[OH:4].[Na+:14].[Na+:14].[Na+:14], predict the reactants needed to synthesize it. The reactants are: [C:1]([O-:13])(=[O:12])[CH2:2][C:3]([CH2:8][C:9]([O-:11])=[O:10])([C:5]([O-:7])=[O:6])[OH:4].[Na+:14].[Na+].[Na+].C1CS(=[O:21])C(N2C(=O)NC(=O)C(F)=C2)C1. (4) The reactants are: [NH2:1][S:2][O:3][O:4][C:5]1[CH:10]=[CH:9][C:8]([N:11]2[C:19]3[C:18]4[CH:20]=[C:21]([N+:24]([O-:26])=[O:25])[CH:22]=[CH:23][C:17]=4[CH2:16][CH2:15][C:14]=3[C:13]([C:27]([O:29]CC)=O)=[N:12]2)=[CH:7][CH:6]=1.[OH-].[NH4+:33]. Given the product [NH2:1][S:2][O:3][O:4][C:5]1[CH:6]=[CH:7][C:8]([N:11]2[C:19]3[C:18]4[CH:20]=[C:21]([N+:24]([O-:26])=[O:25])[CH:22]=[CH:23][C:17]=4[CH2:16][CH2:15][C:14]=3[C:13]([C:27]([NH2:33])=[O:29])=[N:12]2)=[CH:9][CH:10]=1, predict the reactants needed to synthesize it. (5) The reactants are: [NH:1]([C:13]([O:15]C(C)(C)C)=O)[C@H:2]([C:10]([OH:12])=O)[CH2:3][C:4]1[CH:9]=[CH:8][CH:7]=[CH:6][CH:5]=1.CN(C(O[N:28]1N=[N:35][C:30]2C=CC=C[C:29]1=2)=[N+](C)C)C.F[P-](F)(F)(F)(F)F.Cl.N[CH2:46]C#N.CCN(CC)CC. Given the product [C:13]([NH:1][C@@H:2]([CH2:3][C:4]1[CH:5]=[CH:6][CH:7]=[CH:8][CH:9]=1)[C:10]([NH:35][CH2:30][C:29]#[N:28])=[O:12])(=[O:15])[CH3:46], predict the reactants needed to synthesize it. (6) Given the product [F:24][C:21]1[CH:22]=[CH:23][C:18]([C:16](=[O:17])[CH2:15][N:4]2[CH2:5][CH2:6][N:1]([C:7]([O:9][C:10]([CH3:13])([CH3:12])[CH3:11])=[O:8])[CH2:2][CH2:3]2)=[CH:19][CH:20]=1, predict the reactants needed to synthesize it. The reactants are: [N:1]1([C:7]([O:9][C:10]([CH3:13])([CH3:12])[CH3:11])=[O:8])[CH2:6][CH2:5][NH:4][CH2:3][CH2:2]1.Br[CH2:15][C:16]([C:18]1[CH:23]=[CH:22][C:21]([F:24])=[CH:20][CH:19]=1)=[O:17].